This data is from Catalyst prediction with 721,799 reactions and 888 catalyst types from USPTO. The task is: Predict which catalyst facilitates the given reaction. (1) Reactant: [H-].[Na+].[CH:3]([S:5]([CH3:8])(=[O:7])=[O:6])=[CH2:4].[CH2:9]([O:11][CH2:12][C:13]1[N:14]([CH2:26][C:27]2([OH:33])[CH2:32][CH2:31][CH2:30][CH2:29][CH2:28]2)[C:15]2[C:24]3[CH:23]=[CH:22][CH:21]=[CH:20][C:19]=3[N:18]=[CH:17][C:16]=2[N:25]=1)[CH3:10].O. Product: [CH2:9]([O:11][CH2:12][C:13]1[N:14]([CH2:26][C:27]2([O:33][CH2:4][CH2:3][S:5]([CH3:8])(=[O:7])=[O:6])[CH2:32][CH2:31][CH2:30][CH2:29][CH2:28]2)[C:15]2[C:24]3[CH:23]=[CH:22][CH:21]=[CH:20][C:19]=3[N:18]=[CH:17][C:16]=2[N:25]=1)[CH3:10]. The catalyst class is: 7. (2) Reactant: C[O:2][C:3](=O)[C@@H:4]([CH2:15][O:16][CH2:17][C:18]1[CH:23]=[CH:22][CH:21]=[CH:20][CH:19]=1)[NH:5][C:6]1[CH:11]=[CH:10][CH:9]=[CH:8][C:7]=1[N+:12]([O-])=O. Product: [CH2:17]([O:16][CH2:15][C:4]1[CH:3]=[CH:8][CH:7]=[CH:6][CH:11]=1)[C:18]1[CH:19]=[CH:20][CH:21]=[CH:22][CH:23]=1.[OH:2][CH2:3][C@H:4]1[NH:5][C:6]2[C:7](=[CH:8][CH:9]=[CH:10][CH:11]=2)[NH:12][C:15]1=[O:16]. The catalyst class is: 50. (3) Reactant: [NH2-].[Na+].[CH3:3][C:4](C)=[O:5].C[O:8][CH:9]([CH3:14])[C:10]([O:12][CH3:13])=O.[CH3:15]C(OCC1C2C(=CC=CC=2)C(COC(C)=O)=C2C=1C=CC=C2)=O. Product: [CH3:13][O:12][CH:10]([C:9](=[O:8])[CH2:14][C:4](=[O:5])[CH3:3])[CH3:15]. The catalyst class is: 86. (4) Reactant: C(OC([N:8]1[CH2:12][CH2:11][N:10]([C:13]2[C:17]3[CH:18]=[N:19][C:20]([NH:22][C:23]4[CH:28]=[CH:27][N:26]=[C:25]([N:29]5[CH2:34][CH2:33][C@H:32]([OH:35])[C@H:31]([F:36])[CH2:30]5)[N:24]=4)=[CH:21][C:16]=3[N:15]([CH:37]([CH3:39])[CH3:38])[N:14]=2)[C:9]1=[O:40])=O)(C)(C)C.FC(F)(F)C(O)=O. Product: [F:36][C@H:31]1[C@@H:32]([OH:35])[CH2:33][CH2:34][N:29]([C:25]2[N:24]=[C:23]([NH:22][C:20]3[N:19]=[CH:18][C:17]4[C:13]([N:10]5[CH2:11][CH2:12][NH:8][C:9]5=[O:40])=[N:14][N:15]([CH:37]([CH3:39])[CH3:38])[C:16]=4[CH:21]=3)[CH:28]=[CH:27][N:26]=2)[CH2:30]1. The catalyst class is: 4.